This data is from Full USPTO retrosynthesis dataset with 1.9M reactions from patents (1976-2016). The task is: Predict the reactants needed to synthesize the given product. (1) Given the product [N:2]1([CH2:7][C:8]([N:20]2[CH2:21][C@H:17]([CH2:16][C:15]3[CH:39]=[CH:40][C:12]([F:11])=[CH:13][C:14]=3[CH3:41])[CH2:18][C@H:19]2[C:22]([NH:24][C:25]2[CH:30]=[CH:29][C:28]([O:31][C:32]3[CH:33]=[CH:34][C:35]([F:38])=[CH:36][CH:37]=3)=[CH:27][CH:26]=2)=[O:23])=[O:10])[CH:6]=[CH:5][N:4]=[N:3]1, predict the reactants needed to synthesize it. The reactants are: Cl.[N:2]1([CH2:7][C:8]([OH:10])=O)[CH:6]=[CH:5][N:4]=[N:3]1.[F:11][C:12]1[CH:40]=[CH:39][C:15]([CH2:16][C@H:17]2[CH2:21][NH:20][C@H:19]([C:22]([NH:24][C:25]3[CH:30]=[CH:29][C:28]([O:31][C:32]4[CH:37]=[CH:36][C:35]([F:38])=[CH:34][CH:33]=4)=[CH:27][CH:26]=3)=[O:23])[CH2:18]2)=[C:14]([CH3:41])[CH:13]=1. (2) Given the product [Cl:1][C:2]1[CH:7]=[CH:6][CH:5]=[CH:4][C:3]=1[N:8]1[CH2:16][CH2:15][C:10]2([N:14]([S:36]([C:33]3[CH:32]=[CH:31][C:30]([O:29][CH:28]([F:27])[F:40])=[CH:35][CH:34]=3)(=[O:38])=[O:37])[CH2:13][CH2:12][CH2:11]2)[C:9]1=[O:17], predict the reactants needed to synthesize it. The reactants are: [Cl:1][C:2]1[CH:7]=[CH:6][CH:5]=[CH:4][C:3]=1[N:8]1[CH2:16][CH2:15][C:10]2([NH:14][CH2:13][CH2:12][CH2:11]2)[C:9]1=[O:17].C(N(CC)C(C)C)(C)C.[F:27][CH:28]([F:40])[O:29][C:30]1[CH:35]=[CH:34][C:33]([S:36](Cl)(=[O:38])=[O:37])=[CH:32][CH:31]=1.